Dataset: Forward reaction prediction with 1.9M reactions from USPTO patents (1976-2016). Task: Predict the product of the given reaction. (1) Given the reactants [ClH:1].O[CH2:3][CH2:4][N:5]([CH2:15][C:16]1[CH:21]=[CH:20][CH:19]=[CH:18][CH:17]=1)[CH2:6][C@@H:7]([C:9]1[CH:14]=[CH:13][CH:12]=[CH:11][CH:10]=1)O.[OH-].[Na+].C(N(CC)CC)C.CS([Cl:35])(=O)=O.[CH2:36]([NH2:39])[CH:37]=[CH2:38].C(=O)([O-])[O-].[Na+].[Na+].Cl.C(O)(C)C, predict the reaction product. The product is: [ClH:35].[ClH:1].[C:9]1([C@@H:7]2[CH2:6][N:5]([CH2:15][C:16]3[CH:21]=[CH:20][CH:19]=[CH:18][CH:17]=3)[CH2:4][CH2:3][N:39]2[CH2:36][CH:37]=[CH2:38])[CH:14]=[CH:13][CH:12]=[CH:11][CH:10]=1. (2) Given the reactants [CH3:1][C:2]1[S:3][C:4]2[CH:10]=[CH:9][C:8]([C:11]([OH:13])=O)=[CH:7][C:5]=2[N:6]=1.[F:14][C:15]([F:24])([F:23])[C:16]1[CH:22]=[CH:21][C:19]([NH2:20])=[CH:18][CH:17]=1.C(Cl)CCl, predict the reaction product. The product is: [CH3:1][C:2]1[S:3][C:4]2[CH:10]=[CH:9][C:8]([C:11]([NH:20][C:19]3[CH:21]=[CH:22][C:16]([C:15]([F:14])([F:23])[F:24])=[CH:17][CH:18]=3)=[O:13])=[CH:7][C:5]=2[N:6]=1. (3) Given the reactants Cl.Cl.[NH:3]1[CH2:8][CH2:7][CH:6]([N:9]2[C:17]3[C:12](=[N:13][CH:14]=[CH:15][CH:16]=3)[NH:11][C:10]2=[O:18])[CH2:5][CH2:4]1.Cl[C:20]1[CH:25]=[C:24]([C:26]([N:28]2[C:36]3[C:31](=[CH:32][C:33]([F:37])=[CH:34][CH:35]=3)[CH2:30][CH2:29]2)=[O:27])[CH:23]=[CH:22][N:21]=1.CCN(C(C)C)C(C)C.C(=O)([O-])[O-].[K+].[K+], predict the reaction product. The product is: [F:37][C:33]1[CH:32]=[C:31]2[C:36](=[CH:35][CH:34]=1)[N:28]([C:26]([C:24]1[CH:25]=[CH:20][N:21]=[C:22]([N:3]3[CH2:4][CH2:5][CH:6]([N:9]4[C:17]5[C:12](=[N:13][CH:14]=[CH:15][CH:16]=5)[NH:11][C:10]4=[O:18])[CH2:7][CH2:8]3)[CH:23]=1)=[O:27])[CH2:29][CH2:30]2. (4) Given the reactants [F:1][C:2]1[CH:7]=[CH:6][C:5]([N:8]2[C:16]3[CH2:15][CH2:14][CH2:13][NH:12][C:11]=3[CH:10]=[N:9]2)=[CH:4][CH:3]=1.[F:17][C:18]([F:31])([F:30])[O:19][C:20]1[CH:25]=[CH:24][C:23]([CH2:26][C:27](O)=[O:28])=[CH:22][CH:21]=1.CCN(CC)CC.CN(C(ON1N=NC2C=CC=NC1=2)=[N+](C)C)C.F[P-](F)(F)(F)(F)F, predict the reaction product. The product is: [F:1][C:2]1[CH:3]=[CH:4][C:5]([N:8]2[C:16]3[CH2:15][CH2:14][CH2:13][N:12]([C:27](=[O:28])[CH2:26][C:23]4[CH:24]=[CH:25][C:20]([O:19][C:18]([F:30])([F:17])[F:31])=[CH:21][CH:22]=4)[C:11]=3[CH:10]=[N:9]2)=[CH:6][CH:7]=1. (5) Given the reactants CN(C)/[CH:3]=[CH:4]/[C:5]([C:7]1[C:15]2[C:10](=[N:11][CH:12]=[CH:13][CH:14]=2)[N:9]([CH2:16][CH2:17][CH3:18])[CH:8]=1)=O.Cl.[N+:21]([C:24]1[CH:25]=[C:26]([NH:30][C:31]([NH2:33])=[NH:32])[CH:27]=[CH:28][CH:29]=1)([O-:23])=[O:22], predict the reaction product. The product is: [N+:21]([C:24]1[CH:25]=[C:26]([NH:30][C:31]2[N:33]=[C:5]([C:7]3[C:15]4[C:10](=[N:11][CH:12]=[CH:13][CH:14]=4)[N:9]([CH2:16][CH2:17][CH3:18])[CH:8]=3)[CH:4]=[CH:3][N:32]=2)[CH:27]=[CH:28][CH:29]=1)([O-:23])=[O:22]. (6) Given the reactants [C:1]1([CH:7]([C:27]2[CH:32]=[CH:31][CH:30]=[CH:29][CH:28]=2)[S:8][C:9]2[S:10][C:11]3[CH2:21][CH2:20][C:19]4[C:14](=[CH:15][CH:16]=[CH:17][C:18]=4[O:22][CH2:23][C:24]([OH:26])=[O:25])[C:12]=3[N:13]=2)[CH:6]=[CH:5][CH:4]=[CH:3][CH:2]=1.[OH-].[Na+:34], predict the reaction product. The product is: [C:27]1([CH:7]([C:1]2[CH:6]=[CH:5][CH:4]=[CH:3][CH:2]=2)[S:8][C:9]2[S:10][C:11]3[CH2:21][CH2:20][C:19]4[C:14](=[CH:15][CH:16]=[CH:17][C:18]=4[O:22][CH2:23][C:24]([O-:26])=[O:25])[C:12]=3[N:13]=2)[CH:28]=[CH:29][CH:30]=[CH:31][CH:32]=1.[Na+:34].